This data is from Forward reaction prediction with 1.9M reactions from USPTO patents (1976-2016). The task is: Predict the product of the given reaction. Given the reactants [F:1][C:2]1[CH:3]=[C:4]([CH:36]=[CH:37][C:38]=1[OH:39])[C:5]([N:7]([CH:33]([CH3:35])[CH3:34])[C:8]1[CH:13]=[C:12]([O:14][CH3:15])[CH:11]=[CH:10][C:9]=1[CH:16]1[CH2:25][CH2:24][C:23]2[CH:22]=[C:21]([O:26]C(=O)C(C)(C)C)[CH:20]=[CH:19][C:18]=2[CH2:17]1)=O.[CH:40]12[CH2:48][CH2:47][CH:44]([CH2:45][CH2:46]1)[CH2:43][N:42]([C:49](=O)[CH2:50]Cl)[CH2:41]2, predict the reaction product. The product is: [CH:40]12[CH2:48][CH2:47][CH:44]([CH2:45][CH2:46]1)[CH2:43][N:42]([CH2:49][CH2:50][O:39][C:38]1[CH:37]=[CH:36][C:4]([CH2:5][N:7]([CH:33]([CH3:35])[CH3:34])[C:8]3[CH:13]=[C:12]([O:14][CH3:15])[CH:11]=[CH:10][C:9]=3[CH:16]3[CH2:25][CH2:24][C:23]4[CH:22]=[C:21]([OH:26])[CH:20]=[CH:19][C:18]=4[CH2:17]3)=[CH:3][C:2]=1[F:1])[CH2:41]2.